Dataset: Forward reaction prediction with 1.9M reactions from USPTO patents (1976-2016). Task: Predict the product of the given reaction. (1) Given the reactants [N+:1]([C:4]1[CH:10]=[CH:9][C:7]([NH2:8])=[CH:6][CH:5]=1)([O-:3])=[O:2].[CH3:11][C:12]1[N:13]([C:18]2[N:23]=[C:22]([CH2:24][C:25](O)=[O:26])[CH:21]=[CH:20][CH:19]=2)[C:14]([CH3:17])=[CH:15][CH:16]=1.F[P-](F)(F)(F)(F)F.N1(O[P+](N2CCCC2)(N2CCCC2)N2CCCC2)C2C=CC=CC=2N=N1.C(NC(C)C)(C)C.Cl, predict the reaction product. The product is: [CH3:11][C:12]1[N:13]([C:18]2[N:23]=[C:22]([CH2:24][C:25]([NH:8][C:7]3[CH:9]=[CH:10][C:4]([N+:1]([O-:3])=[O:2])=[CH:5][CH:6]=3)=[O:26])[CH:21]=[CH:20][CH:19]=2)[C:14]([CH3:17])=[CH:15][CH:16]=1. (2) Given the reactants [B:1]([C:4]1[CH:5]=[C:6]([CH:10]=[CH:11][C:12]([OH:14])=O)[CH:7]=[CH:8][CH:9]=1)([OH:3])[OH:2].CCN=C=NCCCN(C)C.C1C=CC2N(O)N=NC=2C=1.[NH2:36][CH2:37][CH2:38][NH:39][C:40](=[O:66])[CH2:41][C@@H:42]1[N:48]=[C:47]([C:49]2[CH:54]=[CH:53][C:52]([Cl:55])=[CH:51][CH:50]=2)[C:46]2[CH:56]=[C:57]([O:60][CH3:61])[CH:58]=[CH:59][C:45]=2[N:44]2[C:62]([CH3:65])=[N:63][N:64]=[C:43]12, predict the reaction product. The product is: [Cl:55][C:52]1[CH:53]=[CH:54][C:49]([C:47]2[C:46]3[CH:56]=[C:57]([O:60][CH3:61])[CH:58]=[CH:59][C:45]=3[N:44]3[C:62]([CH3:65])=[N:63][N:64]=[C:43]3[C@H:42]([CH2:41][C:40]([NH:39][CH2:38][CH2:37][NH:36][C:12](=[O:14])/[CH:11]=[CH:10]/[C:6]3[CH:5]=[C:4]([B:1]([OH:2])[OH:3])[CH:9]=[CH:8][CH:7]=3)=[O:66])[N:48]=2)=[CH:50][CH:51]=1. (3) Given the reactants CCCCC1OC2C=CC(NS(C)(=O)=O)=CC=2C=1C(C1C=CC(OCCCN(CCCC)CCCC)=CC=1)=O.[OH:40][C:41]1[CH:48]=[CH:47][C:46]([N+:49]([O-:51])=[O:50])=[CH:45][C:42]=1[CH2:43][Br:44].[C:52]1([P:58]([C:65]2[CH:70]=[CH:69][CH:68]=[CH:67][CH:66]=2)[C:59]2[CH:64]=[CH:63][CH:62]=[CH:61][CH:60]=2)[CH:57]=[CH:56][CH:55]=[CH:54][CH:53]=1, predict the reaction product. The product is: [Br-:44].[OH:40][C:41]1[CH:48]=[CH:47][C:46]([N+:49]([O-:51])=[O:50])=[CH:45][C:42]=1[CH2:43][P+:58]([C:59]1[CH:60]=[CH:61][CH:62]=[CH:63][CH:64]=1)([C:65]1[CH:70]=[CH:69][CH:68]=[CH:67][CH:66]=1)[C:52]1[CH:53]=[CH:54][CH:55]=[CH:56][CH:57]=1. (4) Given the reactants [N:1]1([CH2:6][C:7]2[CH:8]=[C:9]3[C:13](=[CH:14][CH:15]=2)[NH:12][C:11]2[C:16](=[O:20])[O:17][CH2:18][CH2:19][C:10]3=2)[CH:5]=[N:4][CH:3]=[N:2]1.Cl.CS(O)(=O)=O.[CH3:27][OH:28], predict the reaction product. The product is: [CH3:27][O:28][C:16]([C:11]1[NH:12][C:13]2[C:9]([C:10]=1[CH2:19][CH2:18][OH:17])=[CH:8][C:7]([CH2:6][N:1]1[CH:5]=[N:4][CH:3]=[N:2]1)=[CH:15][CH:14]=2)=[O:20].